This data is from Catalyst prediction with 721,799 reactions and 888 catalyst types from USPTO. The task is: Predict which catalyst facilitates the given reaction. (1) Reactant: [NH2:1][C:2]1[C:7]([C:8]#[N:9])=[C:6]([C@H:10]2[CH2:15][CH2:14][C@H:13]([O:16][Si](C(C)(C)C)(C)C)[CH2:12][CH2:11]2)[C:5]([C:24]#[N:25])=[C:4]([S:26][CH2:27][C:28]2[N:29]=[C:30]([C:33]3[CH:38]=[CH:37][C:36]([Cl:39])=[CH:35][CH:34]=3)[S:31][CH:32]=2)[N:3]=1.F. Product: [NH2:1][C:2]1[C:7]([C:8]#[N:9])=[C:6]([C@H:10]2[CH2:15][CH2:14][C@H:13]([OH:16])[CH2:12][CH2:11]2)[C:5]([C:24]#[N:25])=[C:4]([S:26][CH2:27][C:28]2[N:29]=[C:30]([C:33]3[CH:34]=[CH:35][C:36]([Cl:39])=[CH:37][CH:38]=3)[S:31][CH:32]=2)[N:3]=1. The catalyst class is: 10. (2) Reactant: [OH:1][CH2:2][C:3]1[CH:8]=[CH:7][CH:6]=[CH:5][C:4]=1[Si:9]([CH3:19])([CH3:18])/[CH:10]=[CH:11]/[CH2:12][CH2:13][CH2:14][CH2:15][CH2:16][CH3:17].C1(C#C)C=CC=CC=1.C[SiH](C)C1C=CC=CC=1COC1CCCCO1.C#CCCCCCC. Product: [OH:1][CH2:2][C:3]1[CH:8]=[CH:7][CH:6]=[CH:5][C:4]=1[Si:9]([CH3:18])([CH3:19])/[CH:10]=[CH:11]/[C:12]1[CH:17]=[CH:16][CH:15]=[CH:14][CH:13]=1. The catalyst class is: 195. (3) Reactant: [NH:1]([C:18]([O:20][C:21]([CH3:24])([CH3:23])[CH3:22])=[O:19])[C@H:2]([C:15]([OH:17])=[O:16])[CH2:3][CH2:4][C:5](=[O:14])[O:6][CH2:7][C:8]1[CH:13]=[CH:12][CH:11]=[CH:10][CH:9]=1.[CH:25]1(O)[CH2:29][CH2:28][CH2:27][CH2:26]1.C(Cl)CCl. Product: [CH:25]1([O:16][C:15](=[O:17])[C@@H:2]([NH:1][C:18]([O:20][C:21]([CH3:24])([CH3:23])[CH3:22])=[O:19])[CH2:3][CH2:4][C:5]([O:6][CH2:7][C:8]2[CH:13]=[CH:12][CH:11]=[CH:10][CH:9]=2)=[O:14])[CH2:29][CH2:28][CH2:27][CH2:26]1. The catalyst class is: 154.